From a dataset of Forward reaction prediction with 1.9M reactions from USPTO patents (1976-2016). Predict the product of the given reaction. Given the reactants [F:1][C:2]1[CH:7]=[CH:6][C:5]([N:8]2[C:12]([CH2:13][OH:14])=[C:11]([CH3:15])[N:10]=[N:9]2)=[CH:4][CH:3]=1.O[C:17]1[N:22]=[CH:21][C:20]2[C:23](=[O:29])[N:24]([CH:26]([CH3:28])[CH3:27])[CH2:25][C:19]=2[CH:18]=1.C1(P(C2C=CC=CC=2)C2C=CC=CC=2)C=CC=CC=1.N(C(OCC)=O)=NC(OCC)=O, predict the reaction product. The product is: [F:1][C:2]1[CH:3]=[CH:4][C:5]([N:8]2[C:12]([CH2:13][O:14][C:17]3[N:22]=[CH:21][C:20]4[C:23](=[O:29])[N:24]([CH:26]([CH3:27])[CH3:28])[CH2:25][C:19]=4[CH:18]=3)=[C:11]([CH3:15])[N:10]=[N:9]2)=[CH:6][CH:7]=1.